From a dataset of Full USPTO retrosynthesis dataset with 1.9M reactions from patents (1976-2016). Predict the reactants needed to synthesize the given product. (1) Given the product [N+:12]([C:3]1[CH:4]=[C:5]([C:8]([F:11])([F:10])[F:9])[CH:6]=[CH:7][C:2]=1[OH:15])([O-:14])=[O:13], predict the reactants needed to synthesize it. The reactants are: Cl[C:2]1[CH:7]=[CH:6][C:5]([C:8]([F:11])([F:10])[F:9])=[CH:4][C:3]=1[N+:12]([O-:14])=[O:13].[OH-:15].[Na+].Cl. (2) Given the product [CH:46]([C:45]1[S:44][C:43](=[O:48])[N:42]([CH3:49])[C:41]=1[C:23]1[CH:22]=[N:21][C:10]2[C:11]3[CH:12]=[CH:13][C:14]([C:17]([O:19][CH3:20])=[O:18])=[CH:15][C:16]=3[N:8]([CH:7]([C:1]3[CH:6]=[CH:5][CH:4]=[CH:3][CH:2]=3)[CH:34]3[CH2:39][CH2:38][O:37][CH2:36][CH2:35]3)[C:9]=2[CH:24]=1)=[O:47], predict the reactants needed to synthesize it. The reactants are: [C:1]1([CH:7]([CH:34]2[CH2:39][CH2:38][O:37][CH2:36][CH2:35]2)[N:8]2[C:16]3[CH:15]=[C:14]([C:17]([O:19][CH3:20])=[O:18])[CH:13]=[CH:12][C:11]=3[C:10]3[N:21]=[CH:22][C:23](B4OC(C)(C)C(C)(C)O4)=[CH:24][C:9]2=3)[CH:6]=[CH:5][CH:4]=[CH:3][CH:2]=1.Cl[C:41]1[N:42]([CH3:49])[C:43](=[O:48])[S:44][C:45]=1[CH:46]=[O:47].P([O-])([O-])([O-])=O.[K+].[K+].[K+]. (3) Given the product [OH:59][CH:56]1[CH2:57][CH2:58][N:53]([CH2:52][CH2:51][NH:50][C:30]([C:26]2[C:25]([CH3:33])=[C:24](/[CH:23]=[C:16]3\[C:17](=[O:22])[NH:18][C:19]4[C:15]\3=[CH:14][C:13]([S:10]([CH2:9][C:3]3[C:2]([Cl:1])=[CH:7][CH:6]=[CH:5][C:4]=3[Cl:8])(=[O:12])=[O:11])=[CH:21][CH:20]=4)[NH:28][C:27]=2[CH3:29])=[O:31])[CH2:54][CH2:55]1, predict the reactants needed to synthesize it. The reactants are: [Cl:1][C:2]1[CH:7]=[CH:6][CH:5]=[C:4]([Cl:8])[C:3]=1[CH2:9][S:10]([C:13]1[CH:14]=[C:15]2[C:19](=[CH:20][CH:21]=1)[NH:18][C:17](=[O:22])/[C:16]/2=[CH:23]\[C:24]1[NH:28][C:27]([CH3:29])=[C:26]([C:30](O)=[O:31])[C:25]=1[CH3:33])(=[O:12])=[O:11].CCN(C(C)C)C(C)C.OC(C(F)(F)F)=O.[NH2:50][CH2:51][CH2:52][N:53]1[CH2:58][CH2:57][CH:56]([OH:59])[CH2:55][CH2:54]1.CN(C(ON1N=NC2C=CC=NC1=2)=[N+](C)C)C.F[P-](F)(F)(F)(F)F. (4) Given the product [CH2:24]([O:31][C:32]1[CH:37]=[CH:36][C:35]([C:38](=[O:41])[CH2:39][N:13]2[CH2:14][CH2:15][C:10]([OH:16])([C:7]3[CH:6]=[CH:5][C:4]([CH2:3][O:2][CH3:1])=[CH:9][CH:8]=3)[CH2:11][CH2:12]2)=[CH:34][C:33]=1[Cl:42])[C:25]1[CH:26]=[CH:27][CH:28]=[CH:29][CH:30]=1, predict the reactants needed to synthesize it. The reactants are: [CH3:1][O:2][CH2:3][C:4]1[CH:9]=[CH:8][C:7]([C:10]2([OH:16])[CH2:15][CH2:14][NH:13][CH2:12][CH2:11]2)=[CH:6][CH:5]=1.C(N(CC)CC)C.[CH2:24]([O:31][C:32]1[CH:37]=[CH:36][C:35]([C:38](=[O:41])[CH2:39]Br)=[CH:34][C:33]=1[Cl:42])[C:25]1[CH:30]=[CH:29][CH:28]=[CH:27][CH:26]=1.O. (5) Given the product [NH2:1][C:2]1[N:7]=[C:6]([C:16]#[N:15])[CH:5]=[C:4]([C:9]2[O:10][CH:11]=[CH:12][CH:13]=2)[N:3]=1, predict the reactants needed to synthesize it. The reactants are: [NH2:1][C:2]1[N:7]=[C:6](Cl)[CH:5]=[C:4]([C:9]2[O:10][CH:11]=[CH:12][CH:13]=2)[N:3]=1.[Na].[N:15]12CCN(CC1)C[CH2:16]2.O.